From a dataset of Reaction yield outcomes from USPTO patents with 853,638 reactions. Predict the reaction yield, written as a fraction of the theoretical maximum amount of product (1.0 means a 100% yield; for example, 0.34 means a 34% yield). (1) The reactants are Cl.Cl.[CH:3]1([NH:6][C:7]([NH:9][C:10]2[CH:15]=[CH:14][C:13]([O:16][C:17]3[CH:22]=[CH:21][N:20]=[C:19]4[CH:23]=[C:24]([C:26]5[CH2:27][CH2:28][NH:29][CH2:30][CH:31]=5)[S:25][C:18]=34)=[C:12]([F:32])[CH:11]=2)=[O:8])[CH2:5][CH2:4]1.C([O-])(O)=O.[Na+]. The catalyst is CCOC(C)=O. The product is [CH:3]1([NH:6][C:7]([NH:9][C:10]2[CH:15]=[CH:14][C:13]([O:16][C:17]3[CH:22]=[CH:21][N:20]=[C:19]4[CH:23]=[C:24]([C:26]5[CH2:27][CH2:28][NH:29][CH2:30][CH:31]=5)[S:25][C:18]=34)=[C:12]([F:32])[CH:11]=2)=[O:8])[CH2:5][CH2:4]1. The yield is 0.350. (2) The reactants are [CH2:1]([O:3][C:4]1[C:9]([I:10])=[CH:8][N:7]=[C:6]([OH:11])[CH:5]=1)[CH3:2].Br[CH2:13][C:14]1[CH:19]=[CH:18][CH:17]=[CH:16][CH:15]=1. The catalyst is C1COCC1.C(=O)([O-])[O-].[Ag+2]. The product is [CH2:13]([O:11][C:6]1[CH:5]=[C:4]([O:3][CH2:1][CH3:2])[C:9]([I:10])=[CH:8][N:7]=1)[C:14]1[CH:19]=[CH:18][CH:17]=[CH:16][CH:15]=1. The yield is 0.634. (3) The reactants are [Br:1][C:2]1[CH:7]=[CH:6][C:5]([CH:8]2[CH2:16][C:15](=O)[CH2:14][CH:13]3[N:9]2[CH2:10][CH2:11][CH2:12]3)=[CH:4][CH:3]=1.NN.[OH-].[K+]. No catalyst specified. The product is [Br:1][C:2]1[CH:3]=[CH:4][C:5]([CH:8]2[CH2:16][CH2:15][CH2:14][CH:13]3[N:9]2[CH2:10][CH2:11][CH2:12]3)=[CH:6][CH:7]=1. The yield is 0.790. (4) The reactants are [Br:1][C:2]1[CH:3]=[C:4]([N:8]2[C:16]3[C:11](=[CH:12][C:13](I)=[CH:14][CH:15]=3)[C:10]([C:18]([O:20][CH3:21])=[O:19])=[N:9]2)[CH:5]=[CH:6][CH:7]=1.COCCOC.O.[CH3:29][N:30]1[CH:34]=[C:33](B2OC(C)(C)C(C)(C)O2)[CH:32]=[N:31]1.[Cl-].[Li+].C(=O)([O-])[O-].[Na+].[Na+]. No catalyst specified. The product is [Br:1][C:2]1[CH:3]=[C:4]([N:8]2[C:16]3[C:11](=[CH:12][C:13]([C:33]4[CH:32]=[N:31][N:30]([CH3:29])[CH:34]=4)=[CH:14][CH:15]=3)[C:10]([C:18]([O:20][CH3:21])=[O:19])=[N:9]2)[CH:5]=[CH:6][CH:7]=1. The yield is 0.440. (5) The reactants are [CH3:1][C:2]([CH3:20])([CH2:18][CH3:19])[C:3](=[O:17])[C:4]([N:6]1[CH2:10][CH2:9][CH2:8][CH:7]1[C:11](=[O:16])[CH2:12][CH2:13][CH:14]=[CH2:15])=[O:5].[CH2:21]([O:28][C:29]1[CH:34]=[CH:33][C:32](Br)=[CH:31][CH:30]=1)[C:22]1[CH:27]=[CH:26][CH:25]=[CH:24][CH:23]=1.C1(C)C=CC=CC=1P(C1C=CC=CC=1C)C1C=CC=CC=1C. The catalyst is C(N(CC)CC)C.C([O-])(=O)C.[Pd+2].C([O-])(=O)C. The product is [CH3:1][C:2]([CH3:20])([CH2:18][CH3:19])[C:3](=[O:17])[C:4]([N:6]1[CH2:10][CH2:9][CH2:8][CH:7]1[C:11](=[O:16])[CH2:12][CH2:13][CH:14]=[CH:15][C:32]1[CH:33]=[CH:34][C:29]([O:28][CH2:21][C:22]2[CH:27]=[CH:26][CH:25]=[CH:24][CH:23]=2)=[CH:30][CH:31]=1)=[O:5]. The yield is 0.600. (6) The reactants are [Br:1][CH2:2][C:3]([C:5]1[CH:10]=[CH:9][N:8]=[C:7]([C:11]2[C:12]3[CH:19]=[CH:18][CH:17]=[C:16]([F:20])[C:13]=3[S:14][CH:15]=2)[N:6]=1)=[O:4].B.C1COCC1. The catalyst is C1COCC1. The product is [Br:1][CH2:2][CH:3]([C:5]1[CH:10]=[CH:9][N:8]=[C:7]([C:11]2[C:12]3[CH:19]=[CH:18][CH:17]=[C:16]([F:20])[C:13]=3[S:14][CH:15]=2)[N:6]=1)[OH:4]. The yield is 1.00. (7) The reactants are C([N:8]1[C:20]2[C:19]([OH:21])=[C:18]3[N:22](C(OC(C)(C)C)=O)[C:23]4[CH:24]=[CH:25][C:26]([F:29])=[CH:27][C:28]=4[C:17]3=[CH:16][C:15]=2[C:14]2[C:9]1=[CH:10][CH:11]=[C:12]([F:37])[CH:13]=2)(OC(C)(C)C)=O.Br[CH2:39][CH2:40][CH2:41][NH:42]C(=O)OC(C)(C)C.C([O-])([O-])=O.[Cs+].[Cs+]. The catalyst is CC#N. The product is [F:37][C:12]1[CH:13]=[C:14]2[C:9](=[CH:10][CH:11]=1)[NH:8][C:20]1[C:19]([O:21][CH2:39][CH2:40][CH2:41][NH2:42])=[C:18]3[NH:22][C:23]4[CH:24]=[CH:25][C:26]([F:29])=[CH:27][C:28]=4[C:17]3=[CH:16][C:15]2=1. The yield is 0.820. (8) The reactants are C(O)(C(F)(F)F)=O.[NH2:8][C:9]1[N:17]=[CH:16][N:15]=[C:14]2[C:10]=1[N:11]=[CH:12][N:13]2[C@H:18]1[C@@H:22]2[O:23]C(C)(C)[O:25][C@@H:21]2[C@@H:20]([CH2:28][NH:29][CH2:30][CH2:31][CH2:32][NH:33][C:34]([NH:36][C:37]2[CH:42]=[CH:41][C:40]([C:43]([CH3:46])([CH3:45])[CH3:44])=[CH:39][CH:38]=2)=[O:35])[O:19]1.C([O-])([O-])=O.[K+].[K+]. The catalyst is O. The product is [NH2:8][C:9]1[N:17]=[CH:16][N:15]=[C:14]2[C:10]=1[N:11]=[CH:12][N:13]2[C@@H:18]1[O:19][C@H:20]([CH2:28][NH:29][CH2:30][CH2:31][CH2:32][NH:33][C:34]([NH:36][C:37]2[CH:38]=[CH:39][C:40]([C:43]([CH3:44])([CH3:45])[CH3:46])=[CH:41][CH:42]=2)=[O:35])[C@@H:21]([OH:25])[C@H:22]1[OH:23]. The yield is 0.270. (9) The catalyst is COCCOC.C1C=CC(/C=C/C(/C=C/C2C=CC=CC=2)=O)=CC=1.C1C=CC(/C=C/C(/C=C/C2C=CC=CC=2)=O)=CC=1.C1C=CC(/C=C/C(/C=C/C2C=CC=CC=2)=O)=CC=1.[Pd].[Pd].C(P(C(C)(C)C)C1C=CC=CC=1C1C=CC=CC=1C)(C)(C)C. The yield is 0.780. The product is [CH2:13]([O:12][C:7]1[CH:6]=[CH:5][C:4]2[C:9](=[CH:10][CH:11]=[C:2]([CH:23]([N+:20]([O-:22])=[O:21])[CH3:24])[CH:3]=2)[N:8]=1)[CH2:14][CH2:15][CH2:16][CH2:17][CH2:18][CH3:19]. The reactants are Br[C:2]1[CH:3]=[C:4]2[C:9](=[CH:10][CH:11]=1)[N:8]=[C:7]([O:12][CH2:13][CH2:14][CH2:15][CH2:16][CH2:17][CH2:18][CH3:19])[CH:6]=[CH:5]2.[N+:20]([CH2:23][CH3:24])([O-:22])=[O:21].C(=O)([O-])[O-].[Cs+].[Cs+]. (10) The reactants are [CH2:1]([N:8]1[CH:16]=[C:15]2[C:10]([CH:11]=[C:12]([C:17]3[CH:18]=[C:19]([CH2:27][C:28]4[CH:37]=[C:36]5[C:31]([CH2:32][CH2:33][NH:34][CH2:35]5)=[CH:30][CH:29]=4)[N:20]4[C:25]=3[C:24]([NH2:26])=[N:23][CH:22]=[N:21]4)[CH:13]=[CH:14]2)=[N:9]1)[C:2]1[CH:7]=[CH:6][CH:5]=[CH:4][CH:3]=1.Br[CH2:39][CH2:40][O:41][Si](C(C)(C)C)(C)C.C(N(CC)CC)C.[I-].[Na+]. The catalyst is CN(C=O)C. The product is [NH2:26][C:24]1[C:25]2=[C:17]([C:12]3[CH:13]=[CH:14][C:15]4[C:10]([CH:11]=3)=[N:9][N:8]([CH2:1][C:2]3[CH:3]=[CH:4][CH:5]=[CH:6][CH:7]=3)[CH:16]=4)[CH:18]=[C:19]([CH2:27][C:28]3[CH:37]=[C:36]4[C:31]([CH2:32][CH2:33][N:34]([CH2:39][CH2:40][OH:41])[CH2:35]4)=[CH:30][CH:29]=3)[N:20]2[N:21]=[CH:22][N:23]=1. The yield is 0.150.